This data is from Full USPTO retrosynthesis dataset with 1.9M reactions from patents (1976-2016). The task is: Predict the reactants needed to synthesize the given product. (1) Given the product [ClH:1].[ClH:24].[F:12][C:9]1[CH:10]=[C:11]2[C:6](=[CH:7][C:8]=1[F:13])[NH:5][C:4]1[N:14]([C:18]3[CH:23]=[CH:22][N:21]=[CH:20][CH:19]=3)[N:15]=[C:16]([CH3:17])[C:3]=1[C:2]2=[O:27], predict the reactants needed to synthesize it. The reactants are: [Cl:1][C:2]1[C:11]2[C:6](=[CH:7][C:8]([F:13])=[C:9]([F:12])[CH:10]=2)[N:5]=[C:4]2[N:14]([C:18]3[CH:23]=[CH:22][N:21]=[CH:20][CH:19]=3)[N:15]=[C:16]([CH3:17])[C:3]=12.[ClH:24].C([OH:27])C. (2) Given the product [CH3:13][N:14]1[CH:18]=[CH:17][N:16]=[C:15]1[S:19][C:2]1[S:6][C:5]([C:7](=[O:9])[CH3:8])=[CH:4][C:3]=1[N+:10]([O-:12])=[O:11], predict the reactants needed to synthesize it. The reactants are: Cl[C:2]1[S:6][C:5]([C:7](=[O:9])[CH3:8])=[CH:4][C:3]=1[N+:10]([O-:12])=[O:11].[CH3:13][N:14]1[CH:18]=[CH:17][N:16]=[C:15]1[SH:19].